This data is from Full USPTO retrosynthesis dataset with 1.9M reactions from patents (1976-2016). The task is: Predict the reactants needed to synthesize the given product. Given the product [CH:21]([C:24]1[CH:29]=[CH:28][CH:27]=[C:26]([CH:30]([CH3:31])[CH3:32])[C:25]=1[NH:33][C:34](=[O:35])[N:10]([CH2:9][C:6]1[CH:5]=[CH:4][C:3]([N:2]([CH3:20])[CH3:1])=[CH:8][CH:7]=1)[C:11]1[CH:12]=[CH:13][C:14]([O:17][CH2:18][CH3:19])=[CH:15][CH:16]=1)([CH3:22])[CH3:23], predict the reactants needed to synthesize it. The reactants are: [CH3:1][N:2]([CH3:20])[C:3]1[CH:8]=[CH:7][C:6]([CH2:9][NH:10][C:11]2[CH:16]=[CH:15][C:14]([O:17][CH2:18][CH3:19])=[CH:13][CH:12]=2)=[CH:5][CH:4]=1.[CH:21]([C:24]1[CH:29]=[CH:28][CH:27]=[C:26]([CH:30]([CH3:32])[CH3:31])[C:25]=1[N:33]=[C:34]=[O:35])([CH3:23])[CH3:22].